Dataset: Retrosynthesis with 50K atom-mapped reactions and 10 reaction types from USPTO. Task: Predict the reactants needed to synthesize the given product. (1) Given the product CN1CCN(c2ncc3c(n2)CNC3)CC1, predict the reactants needed to synthesize it. The reactants are: CN1CCN(c2ncc3c(n2)CN(C(=O)OC(C)(C)C)C3)CC1. (2) Given the product COc1ccncc1C=O, predict the reactants needed to synthesize it. The reactants are: CN(C)C=O.COc1ccncc1. (3) Given the product COC(=O)c1cccc(CBr)c1, predict the reactants needed to synthesize it. The reactants are: COC(=O)c1cccc(C)c1.O=C1CCC(=O)N1Br.